Dataset: B-cell epitopes from PDB crystal structures with 447 antigens. Task: Token-level Classification. Given an antigen amino acid sequence, predict which amino acid positions are active epitope sites capable of antibody binding. Output is a list of indices for active positions. (1) Given the antigen sequence: SSPSEGLCPPGHHISEDGRDCISCKYGQDYSTHWNDLLFCLRCTRCDSGEVELSPCTTTRNTVC, which amino acid positions are active epitope sites? The epitope positions are: [13, 14, 15, 16, 17, 18, 32, 33, 35, 36, 37, 38, 39, 40, 41, 42, 43]. The amino acids at these positions are: ISEDGRHWDLLFCLRCT. (2) Given the antigen sequence: QEPLYPVQVSSADARLMVFDKTEGTWRLLCSSRSNARVAGLSCEEMGFLRALTHSELDVRTAGANGTSGFFCVDEGRLPHTQRLLEVISVCDCPRGRFLAAICQDCGRRKLPRDTSLGRWPWQVSLRYDGAHLCGGSLLSGDWVLTAAHCFPERNRVLSRWRVFAGAVAQASPHGLQLGVQAVVYHGGYLPFRDPNSEENSNDIALVHLSSPLPLTEYIQPVCLPAAGQALVDGKICTVTGWGVLQEARVPIISNDVCNGADFYGNQIKPKMFCAGYPGDSGGPFVCEDSISRTPRWRLCGIVSLAQKPGVYTKVSDFREWIFQAIKTHSEASGMVTQL, which amino acid positions are active epitope sites? The epitope positions are: [197, 252, 255, 256, 258, 259, 260, 261, 262, 263, 264, 265, 266, 268, 276, 304, 305, 306, 307, 308]. The amino acids at these positions are: EIDVNGADFYGNQKYLAQKP. (3) Given the antigen sequence: AMQGIHFRRHYVRHLPKEVSQNDIIKALASPLINDGMVVSDFADHVITREQNFPTGLPVEPVGVAIPHTDSKYVRQNAISVGILAEPVNFEDAGGEPDPVPVRVVFMLALGNWFDITNVLWWIMDVIQDEDFMQQLLVMNDDEIYQSIYTRISE, which amino acid positions are active epitope sites? The epitope positions are: [2, 47, 50, 52, 53, 54, 58, 62, 65, 67, 69, 87, 92, 93, 94, 95, 97, 106, 107, 108... (34 total positions)]. The amino acids at these positions are: QTQFPTVGIHDVAGGEDMLALGNWFDITNV.... (4) Given the antigen sequence: KCMEALGMESGEIHSDQITASSQYSTNWSAERSRLNYPENGWTPGEDSYREWIQVDLGLLRFVTAVGTQGAISKETKKKYYVKTYKIDVSSNGEDWITIKEGNKPVLFQGNTNPTDVVVAVFPKPLITRFVRIKPATWETGISMRFEVYGCKIT, which amino acid positions are active epitope sites? The epitope positions are: [20, 21, 22, 23, 24, 25, 28, 44, 45, 47, 49, 50]. The amino acids at these positions are: SSQYSTSGESRE. (5) Given the antigen sequence: TNTVAAYNLTWKSTNFKTILEWEPKPVNQVYTVQISTKSGDWKSKCFYTTDTECDLTDEIVKDVKQTYLARVFSYPAGNEPLYENSPEFTPYLETNLGQPTIQSFEQVGTKVNVTVEDERTLVRRNNTFLSLRDVFGKDLIYTLYYWKSSSSGKKTAKTNTNEFLIDVDKGENYCFSVQAVIPSRTVNRKSTDSPVECMG, which amino acid positions are active epitope sites? The epitope positions are: [137, 140, 142, 144, 153, 154, 155, 156, 157, 158, 159, 166, 178, 180, 182, 184, 185, 186, 188, 189... (21 total positions)]. The amino acids at these positions are: KITYKKTAKTNDQVPRTVRKD. (6) Given the antigen sequence: PISPIETVPVKLKPGMDGPKVKQWPLTEEKIKALVEICTEMEKEGKISKIGPENPYNTPVFAIKKKDSTKWRKLVDFRELNKRTQDFWEVQLGIPHPAGLKKKKSVTVLDVGDAYFSVPLDEDFRKYTAFTIPSINNETPGIRYQYNVLPQGWKGSPAIFQSSMTKILEPFKKQNPDIVIYQYMDDLYVGSDLEIGQHRTKIEELRQHLLRWGLTTPDKKHQKEPPFLWMGYELHPDKWTVQPIVLPEKDSWTVNDIQKLVGKLNWASQIYPGIKVRQLSKLLRGTKALTEVIPLTEEAELELAENREILKEPVHGVYYDPSKDLIAEIQKQGQGQWTYQIYQEPFKNLKTGKYARMRGAHTNDVKQLTEAVQKITTESIVIWGKTPKFKLPIQKETWETWWTEYWQATWIPEWEFVNTPPLVKL, which amino acid positions are active epitope sites? The epitope positions are: [198, 199, 221, 222, 223, 224, 225, 226, 227, 228, 229, 230, 358]. The amino acids at these positions are: RTQKEPPFLWMGG.